This data is from Reaction yield outcomes from USPTO patents with 853,638 reactions. The task is: Predict the reaction yield, written as a fraction of the theoretical maximum amount of product (1.0 means a 100% yield; for example, 0.34 means a 34% yield). (1) The reactants are [Cl:1][C:2]1[C:11]([Cl:12])=[CH:10][C:5]([C:6]([O:8]C)=[O:7])=[CH:4][C:3]=1[O:13][CH3:14].Cl. The catalyst is [OH-].[Na+]. The product is [Cl:1][C:2]1[C:11]([Cl:12])=[CH:10][C:5]([C:6]([OH:8])=[O:7])=[CH:4][C:3]=1[O:13][CH3:14]. The yield is 0.920. (2) The yield is 0.580. The catalyst is ClCCl. The reactants are [N:1]1([C:8](OC(C)(C)C)=O)[CH2:7][CH2:6][CH2:5][NH:4][CH2:3][CH2:2]1.Br[CH2:16][CH:17]=C. The product is [CH2:8]([N:1]1[CH2:7][CH2:6][CH2:5][NH:4][CH2:3][CH2:2]1)[CH:16]=[CH2:17]. (3) The reactants are [Cl:1][C:2]1[CH:11]=[C:10]([Cl:12])[C:9]([N:13]2[CH:17]=[CH:16][CH:15]=[N:14]2)=[CH:8][C:3]=1[C:4](OC)=[O:5].[NH3:18]. The catalyst is CO. The product is [Cl:1][C:2]1[CH:11]=[C:10]([Cl:12])[C:9]([N:13]2[CH:17]=[CH:16][CH:15]=[N:14]2)=[CH:8][C:3]=1[C:4]([NH2:18])=[O:5]. The yield is 0.580.